From a dataset of Catalyst prediction with 721,799 reactions and 888 catalyst types from USPTO. Predict which catalyst facilitates the given reaction. Reactant: CS(OS(C)(=O)=O)(=O)=O.O[CH:11]1[C:19]2[C:14](=[CH:15][CH:16]=[C:17]([C:20]([O:22][CH3:23])=[O:21])[CH:18]=2)[CH2:13][CH2:12]1.[C:24]([NH2:28])([CH3:27])([CH3:26])[CH3:25]. Product: [C:24]([NH:28][CH:11]1[C:19]2[C:14](=[CH:15][CH:16]=[C:17]([C:20]([O:22][CH3:23])=[O:21])[CH:18]=2)[CH2:13][CH2:12]1)([CH3:27])([CH3:26])[CH3:25]. The catalyst class is: 2.